From a dataset of Full USPTO retrosynthesis dataset with 1.9M reactions from patents (1976-2016). Predict the reactants needed to synthesize the given product. (1) The reactants are: [CH:1]1([C:4]2[C:5]([O:15][C@@H:16]3[CH2:21][CH2:20][CH2:19][NH:18][CH2:17]3)=[CH:6][C:7]([F:14])=[C:8]([CH:13]=2)[C:9]([O:11][CH3:12])=[O:10])[CH2:3][CH2:2]1.C(=O)([O-])[O-].[K+].[K+].Br[CH2:29][C:30]1[CH:35]=[CH:34][C:33]([F:36])=[CH:32][C:31]=1[C:37]([F:40])([F:39])[F:38].O. Given the product [CH:1]1([C:4]2[C:5]([O:15][C@@H:16]3[CH2:21][CH2:20][CH2:19][N:18]([CH2:29][C:30]4[CH:35]=[CH:34][C:33]([F:36])=[CH:32][C:31]=4[C:37]([F:39])([F:38])[F:40])[CH2:17]3)=[CH:6][C:7]([F:14])=[C:8]([CH:13]=2)[C:9]([O:11][CH3:12])=[O:10])[CH2:2][CH2:3]1, predict the reactants needed to synthesize it. (2) Given the product [CH3:12][O:13][C:14](=[O:23])[C:15]1[CH:20]=[CH:19][C:18]([CH2:21][NH:22][S:7]([C:1]2[CH:6]=[CH:5][CH:4]=[CH:3][CH:2]=2)(=[O:9])=[O:8])=[CH:17][CH:16]=1, predict the reactants needed to synthesize it. The reactants are: [C:1]1([S:7](Cl)(=[O:9])=[O:8])[CH:6]=[CH:5][CH:4]=[CH:3][CH:2]=1.Cl.[CH3:12][O:13][C:14](=[O:23])[C:15]1[CH:20]=[CH:19][C:18]([CH2:21][NH2:22])=[CH:17][CH:16]=1. (3) The reactants are: O[CH2:2][CH:3]1[CH:7]2[CH2:8][CH:5]([CH2:6]2)[N:4]1[C:9]([O:11][C:12]([CH3:15])([CH3:14])[CH3:13])=[O:10].C1(P(C2C=CC=CC=2)C2C=CC=CC=2)C=CC=CC=1.[C:35]1(=[O:45])[NH:39][C:38](=[O:40])[C:37]2=[CH:41][CH:42]=[CH:43][CH:44]=[C:36]12.N(C(OC(C)C)=O)=NC(OC(C)C)=O. Given the product [O:40]=[C:38]1[C:37]2[C:36](=[CH:44][CH:43]=[CH:42][CH:41]=2)[C:35](=[O:45])[N:39]1[CH2:2][CH:3]1[CH:7]2[CH2:8][CH:5]([CH2:6]2)[N:4]1[C:9]([O:11][C:12]([CH3:15])([CH3:14])[CH3:13])=[O:10], predict the reactants needed to synthesize it. (4) The reactants are: N[C:2]1[N:10]=[C:9]2[C:5]([N:6]=[CH:7][N:8]2[CH2:11][C:12]2[CH:17]=[CH:16][C:15]([O:18][CH3:19])=[CH:14][CH:13]=2)=[C:4]([C:20]2[O:21][CH:22]=[CH:23][CH:24]=2)[N:3]=1.[I:25]CI.N(OCCC(C)C)=O. Given the product [O:21]1[CH:22]=[CH:23][CH:24]=[C:20]1[C:4]1[N:3]=[C:2]([I:25])[N:10]=[C:9]2[C:5]=1[N:6]=[CH:7][N:8]2[CH2:11][C:12]1[CH:17]=[CH:16][C:15]([O:18][CH3:19])=[CH:14][CH:13]=1, predict the reactants needed to synthesize it.